Dataset: Forward reaction prediction with 1.9M reactions from USPTO patents (1976-2016). Task: Predict the product of the given reaction. (1) The product is: [F:22][C@H:2]1[CH2:7][CH2:6][N:5]([C:8]([O:10][C:11]([CH3:14])([CH3:13])[CH3:12])=[O:9])[C@@H:4]([CH3:15])[CH2:3]1. Given the reactants O[C@@H:2]1[CH2:7][CH2:6][N:5]([C:8]([O:10][C:11]([CH3:14])([CH3:13])[CH3:12])=[O:9])[C@@H:4]([CH3:15])[CH2:3]1.CCN(S(F)(F)[F:22])CC, predict the reaction product. (2) The product is: [CH2:1]([O:8][CH:9]1[CH2:14][CH2:13][CH:12]([O:15][Si:21]([C:18]([CH3:20])([CH3:19])[CH3:17])([CH3:23])[CH3:22])[CH:11]([F:16])[CH2:10]1)[C:2]1[CH:3]=[CH:4][CH:5]=[CH:6][CH:7]=1. Given the reactants [CH2:1]([O:8][CH:9]1[CH2:14][CH2:13][CH:12]([OH:15])[CH:11]([F:16])[CH2:10]1)[C:2]1[CH:7]=[CH:6][CH:5]=[CH:4][CH:3]=1.[CH3:17][C:18]([Si:21](Cl)([CH3:23])[CH3:22])([CH3:20])[CH3:19].N1C=CN=C1.C(=O)(O)[O-].[Na+], predict the reaction product. (3) Given the reactants O.[NH2:2][NH2:3].[Br:4][C:5]1[CH:6]=[C:7]([CH3:12])[C:8](Cl)=[N:9][CH:10]=1, predict the reaction product. The product is: [Br:4][C:5]1[CH:6]=[C:7]([CH3:12])[C:8]([NH:2][NH2:3])=[N:9][CH:10]=1.